This data is from NCI-60 drug combinations with 297,098 pairs across 59 cell lines. The task is: Regression. Given two drug SMILES strings and cell line genomic features, predict the synergy score measuring deviation from expected non-interaction effect. (1) Drug 1: CN1C(=O)N2C=NC(=C2N=N1)C(=O)N. Drug 2: C1CNP(=O)(OC1)N(CCCl)CCCl. Cell line: HCT-15. Synergy scores: CSS=-1.11, Synergy_ZIP=1.98, Synergy_Bliss=2.77, Synergy_Loewe=-1.16, Synergy_HSA=-2.03. (2) Drug 1: C1=NC(=NC(=O)N1C2C(C(C(O2)CO)O)O)N. Drug 2: CC1C(C(CC(O1)OC2CC(CC3=C2C(=C4C(=C3O)C(=O)C5=C(C4=O)C(=CC=C5)OC)O)(C(=O)CO)O)N)O.Cl. Cell line: HCT-15. Synergy scores: CSS=26.0, Synergy_ZIP=-6.50, Synergy_Bliss=-2.23, Synergy_Loewe=-2.92, Synergy_HSA=-0.838. (3) Drug 1: CC1=C(C=C(C=C1)C(=O)NC2=CC(=CC(=C2)C(F)(F)F)N3C=C(N=C3)C)NC4=NC=CC(=N4)C5=CN=CC=C5. Drug 2: CC1CCCC2(C(O2)CC(NC(=O)CC(C(C(=O)C(C1O)C)(C)C)O)C(=CC3=CSC(=N3)C)C)C. Cell line: SF-295. Synergy scores: CSS=46.4, Synergy_ZIP=-4.31, Synergy_Bliss=-7.81, Synergy_Loewe=-9.36, Synergy_HSA=-4.36. (4) Drug 1: CS(=O)(=O)C1=CC(=C(C=C1)C(=O)NC2=CC(=C(C=C2)Cl)C3=CC=CC=N3)Cl. Drug 2: CC12CCC(CC1=CCC3C2CCC4(C3CC=C4C5=CN=CC=C5)C)O. Cell line: RXF 393. Synergy scores: CSS=16.0, Synergy_ZIP=-2.20, Synergy_Bliss=2.24, Synergy_Loewe=2.94, Synergy_HSA=4.91. (5) Synergy scores: CSS=38.0, Synergy_ZIP=-3.12, Synergy_Bliss=2.21, Synergy_Loewe=-18.8, Synergy_HSA=3.66. Drug 2: C1=NC2=C(N1)C(=S)N=CN2. Cell line: HS 578T. Drug 1: C1CN1P(=S)(N2CC2)N3CC3. (6) Drug 1: COC1=NC(=NC2=C1N=CN2C3C(C(C(O3)CO)O)O)N. Drug 2: CC1=C2C(C(=O)C3(C(CC4C(C3C(C(C2(C)C)(CC1OC(=O)C(C(C5=CC=CC=C5)NC(=O)C6=CC=CC=C6)O)O)OC(=O)C7=CC=CC=C7)(CO4)OC(=O)C)O)C)OC(=O)C. Cell line: MCF7. Synergy scores: CSS=12.1, Synergy_ZIP=-4.10, Synergy_Bliss=-2.42, Synergy_Loewe=-72.2, Synergy_HSA=-6.92. (7) Cell line: SF-539. Synergy scores: CSS=47.0, Synergy_ZIP=0.843, Synergy_Bliss=1.12, Synergy_Loewe=-68.1, Synergy_HSA=3.01. Drug 2: C1CN(P(=O)(OC1)NCCCl)CCCl. Drug 1: C1C(C(OC1N2C=C(C(=O)NC2=O)F)CO)O. (8) Drug 1: C1CC(C1)(C(=O)O)C(=O)O.[NH2-].[NH2-].[Pt+2]. Drug 2: CC12CCC3C(C1CCC2O)C(CC4=C3C=CC(=C4)O)CCCCCCCCCS(=O)CCCC(C(F)(F)F)(F)F. Cell line: NCI-H226. Synergy scores: CSS=-9.95, Synergy_ZIP=3.25, Synergy_Bliss=0.260, Synergy_Loewe=-6.88, Synergy_HSA=-6.62. (9) Drug 1: C1=CC=C(C=C1)NC(=O)CCCCCCC(=O)NO. Drug 2: C1=CN(C(=O)N=C1N)C2C(C(C(O2)CO)O)(F)F. Cell line: T-47D. Synergy scores: CSS=62.4, Synergy_ZIP=10.4, Synergy_Bliss=11.2, Synergy_Loewe=11.3, Synergy_HSA=14.6. (10) Drug 1: CC1=CC2C(CCC3(C2CCC3(C(=O)C)OC(=O)C)C)C4(C1=CC(=O)CC4)C. Drug 2: CC1=C(C(=CC=C1)Cl)NC(=O)C2=CN=C(S2)NC3=CC(=NC(=N3)C)N4CCN(CC4)CCO. Cell line: HL-60(TB). Synergy scores: CSS=-1.77, Synergy_ZIP=0.708, Synergy_Bliss=-0.136, Synergy_Loewe=-3.11, Synergy_HSA=-2.70.